This data is from Catalyst prediction with 721,799 reactions and 888 catalyst types from USPTO. The task is: Predict which catalyst facilitates the given reaction. (1) Reactant: Cl.[NH2:2][CH:3]1[CH2:8][CH2:7][CH2:6][CH2:5][C:4]1=O.[S-:10][C:11]#[N:12].[K+]. Product: [NH:12]1[C:4]2[CH2:5][CH2:6][CH2:7][CH2:8][C:3]=2[N:2]=[C:11]1[SH:10]. The catalyst class is: 6. (2) Reactant: C[N:2]1CCOCC1.[N+:8]([C:11]1[N:12]([CH2:16][C:17]([OH:19])=O)[CH:13]=[CH:14][N:15]=1)([O-:10])=[O:9].ClC(OCC(C)C)=O.Cl.[F:29][C:30](N)([F:34])[C:31]([F:33])=[CH2:32]. Product: [N+:8]([C:11]1[N:12]([CH2:16][C:17]([NH:2][CH2:32][C:31]([F:33])=[C:30]([F:34])[F:29])=[O:19])[CH:13]=[CH:14][N:15]=1)([O-:10])=[O:9]. The catalyst class is: 1. (3) The catalyst class is: 22. Product: [CH2:34]([O:33][CH2:32][C:23]1[N:24]([CH2:25][CH2:26][CH2:27][O:28][CH:29]([CH3:31])[CH3:30])[C:16]2[C:15]3[CH:14]=[CH:13][C:12](/[CH:11]=[CH:10]/[S:7]([C:1]4[CH:6]=[CH:5][CH:4]=[CH:3][CH:2]=4)(=[O:8])=[O:9])=[CH:21][C:20]=3[N:19]=[C:18]([NH2:48])[C:17]=2[N:22]=1)[CH3:35]. Reactant: [C:1]1([S:7]([CH:10]=[CH:11][C:12]2[CH:13]=[CH:14][C:15]3[C:16]4[N:24]([CH2:25][CH2:26][CH2:27][O:28][CH:29]([CH3:31])[CH3:30])[C:23]([CH2:32][O:33][CH2:34][CH3:35])=[N:22][C:17]=4[CH:18]=[N:19][C:20]=3[CH:21]=2)(=[O:9])=[O:8])[CH:6]=[CH:5][CH:4]=[CH:3][CH:2]=1.ClC1C=C(C=CC=1)C(OO)=O.[OH-].[NH4+:48].C1(C)C=CC(S(Cl)(=O)=O)=CC=1. (4) Reactant: [F:1][C:2]1[C:3]([C:32]2[S:36][C:35]([C:37]3([OH:41])[CH2:40][CH2:39][CH2:38]3)=[N:34][CH:33]=2)=[C:4]2[CH:10]=[C:9]([C:11]3[CH:12]=[N:13][N:14]([CH2:16][C:17]([O:19]CC)=[O:18])[CH:15]=3)[N:8](S(C3C=CC(C)=CC=3)(=O)=O)[C:5]2=[N:6][CH:7]=1.[OH-].[Na+]. Product: [F:1][C:2]1[C:3]([C:32]2[S:36][C:35]([C:37]3([OH:41])[CH2:38][CH2:39][CH2:40]3)=[N:34][CH:33]=2)=[C:4]2[CH:10]=[C:9]([C:11]3[CH:12]=[N:13][N:14]([CH2:16][C:17]([OH:19])=[O:18])[CH:15]=3)[NH:8][C:5]2=[N:6][CH:7]=1. The catalyst class is: 5.